From a dataset of Reaction yield outcomes from USPTO patents with 853,638 reactions. Predict the reaction yield, written as a fraction of the theoretical maximum amount of product (1.0 means a 100% yield; for example, 0.34 means a 34% yield). The reactants are [CH2:1]([N:8]1[CH:12]=[CH:11][N:10]=[C:9]1[CH:13]([NH2:19])[CH:14]([CH2:17][CH3:18])[CH2:15][CH3:16])[C:2]1[CH:7]=[CH:6][CH:5]=[CH:4][CH:3]=1.C(N(CC)CC)C.[Cl:27][C:28]1[S:32][C:31]([S:33](Cl)(=[O:35])=[O:34])=[CH:30][CH:29]=1. The catalyst is C(Cl)Cl.CCOC(C)=O. The product is [CH2:1]([N:8]1[CH:12]=[CH:11][N:10]=[C:9]1[CH:13]([NH:19][S:33]([C:31]1[S:32][C:28]([Cl:27])=[CH:29][CH:30]=1)(=[O:35])=[O:34])[CH:14]([CH2:17][CH3:18])[CH2:15][CH3:16])[C:2]1[CH:3]=[CH:4][CH:5]=[CH:6][CH:7]=1. The yield is 0.590.